This data is from Full USPTO retrosynthesis dataset with 1.9M reactions from patents (1976-2016). The task is: Predict the reactants needed to synthesize the given product. The reactants are: [CH:1]([C:3]1[CH:8]=[CH:7][C:6]([C:9]2[N:14]=[CH:13][N:12]=[C:11]([NH:15][C@H:16]([C:24]([O:26][CH3:27])=[O:25])[CH2:17][C:18]3[CH:23]=[CH:22][CH:21]=[CH:20][CH:19]=3)[CH:10]=2)=[CH:5][CH:4]=1)=[O:2].[BH4-].[Na+]. Given the product [OH:2][CH2:1][C:3]1[CH:8]=[CH:7][C:6]([C:9]2[N:14]=[CH:13][N:12]=[C:11]([NH:15][C@H:16]([C:24]([O:26][CH3:27])=[O:25])[CH2:17][C:18]3[CH:19]=[CH:20][CH:21]=[CH:22][CH:23]=3)[CH:10]=2)=[CH:5][CH:4]=1, predict the reactants needed to synthesize it.